This data is from Forward reaction prediction with 1.9M reactions from USPTO patents (1976-2016). The task is: Predict the product of the given reaction. (1) Given the reactants [H-].[Na+].[C:3]([O:7][C:8]([NH:10][CH2:11][C@@H:12]1[CH2:16][CH2:15][N:14]([CH2:17][C:18]2[CH:26]=[CH:25][C:21]([C:22]([OH:24])=[O:23])=[CH:20][C:19]=2[C:27]([F:30])([F:29])[F:28])[CH2:13]1)=[O:9])([CH3:6])([CH3:5])[CH3:4].[CH3:31]I.O, predict the reaction product. The product is: [C:3]([O:7][C:8]([N:10]([CH2:11][C@@H:12]1[CH2:16][CH2:15][N:14]([CH2:17][C:18]2[CH:26]=[CH:25][C:21]([C:22]([OH:24])=[O:23])=[CH:20][C:19]=2[C:27]([F:30])([F:28])[F:29])[CH2:13]1)[CH3:31])=[O:9])([CH3:6])([CH3:4])[CH3:5]. (2) Given the reactants [N:1]1([C:7]([O:9][CH2:10][C:11]2[CH:16]=[C:15]([Cl:17])[CH:14]=[C:13]([Cl:18])[CH:12]=2)=[O:8])[CH2:6][CH2:5][NH:4][CH2:3][CH2:2]1.C(=O)([O-])[O-].[K+].[K+].C(N(CC)CC)C.Br[CH2:33][CH2:34][NH:35][C:36](=[O:42])[O:37][C:38]([CH3:41])([CH3:40])[CH3:39], predict the reaction product. The product is: [C:38]([O:37][C:36]([NH:35][CH2:34][CH2:33][N:4]1[CH2:5][CH2:6][N:1]([C:7]([O:9][CH2:10][C:11]2[CH:16]=[C:15]([Cl:17])[CH:14]=[C:13]([Cl:18])[CH:12]=2)=[O:8])[CH2:2][CH2:3]1)=[O:42])([CH3:41])([CH3:40])[CH3:39]. (3) Given the reactants [CH2:1]([S:8][C:9]1[N:14]=[CH:13][C:12]([NH2:15])=[CH:11][C:10]=1[CH3:16])[C:2]1[CH:7]=[CH:6][CH:5]=[CH:4][CH:3]=1.C(N(CC)CC)C.[C:24](OC(=O)C)(=[O:26])[CH3:25], predict the reaction product. The product is: [CH2:1]([S:8][C:9]1[N:14]=[CH:13][C:12]([NH:15][C:24](=[O:26])[CH3:25])=[CH:11][C:10]=1[CH3:16])[C:2]1[CH:3]=[CH:4][CH:5]=[CH:6][CH:7]=1. (4) Given the reactants [CH2:1]([O:8][C:9]([NH:11][C@H:12]([C:16]([OH:18])=[O:17])[CH:13]([CH3:15])[CH3:14])=[O:10])[C:2]1[CH:7]=[CH:6][CH:5]=[CH:4][CH:3]=1.C1(N=C=NC2CCCCC2)CCCCC1.[CH3:34][C:35]([OH:39])([CH3:38])[CH2:36]O.CN(C=O)C, predict the reaction product. The product is: [CH2:1]([O:8][C:9]([NH:11][C@H:12]([C:16]([O:18][CH2:34][C:35]([CH3:38])([OH:39])[CH3:36])=[O:17])[CH:13]([CH3:15])[CH3:14])=[O:10])[C:2]1[CH:3]=[CH:4][CH:5]=[CH:6][CH:7]=1. (5) Given the reactants [NH2:1][C:2]1[C:3]([F:17])=[C:4]([N:9]([CH3:16])[S:10]([CH2:13][CH2:14][CH3:15])(=[O:12])=[O:11])[CH:5]=[CH:6][C:7]=1[F:8].C(=O)([O-])[O-].[K+].[K+].Cl[C:25]([O:27][C:28]1[CH:33]=[CH:32][CH:31]=[CH:30][CH:29]=1)=[O:26], predict the reaction product. The product is: [F:17][C:3]1[C:4]([N:9]([CH3:16])[S:10]([CH2:13][CH2:14][CH3:15])(=[O:12])=[O:11])=[CH:5][CH:6]=[C:7]([F:8])[C:2]=1[NH:1][C:25](=[O:26])[O:27][C:28]1[CH:33]=[CH:32][CH:31]=[CH:30][CH:29]=1. (6) Given the reactants [N:1]1(C(N2C=CN=C2)N)C=CN=[CH:2]1.[CH3:13][O:14][C:15](=[O:24])[C:16]1[CH:21]=[CH:20][CH:19]=[C:18]([OH:22])[C:17]=1[NH2:23], predict the reaction product. The product is: [NH2:1][C:2]1[O:22][C:18]2[C:17](=[C:16]([C:15]([O:14][CH3:13])=[O:24])[CH:21]=[CH:20][CH:19]=2)[N:23]=1.